From a dataset of Catalyst prediction with 721,799 reactions and 888 catalyst types from USPTO. Predict which catalyst facilitates the given reaction. (1) The catalyst class is: 659. Product: [C:1]([O:5][C:6]([N:8]1[CH2:13][CH2:12][N:11]([C:14]2[C:15]([C:23]3[CH:24]=[CH:25][CH:26]=[CH:27][C:22]=3[F:21])=[N:16][CH:17]=[CH:18][CH:19]=2)[CH2:10][CH2:9]1)=[O:7])([CH3:4])([CH3:3])[CH3:2]. Reactant: [C:1]([O:5][C:6]([N:8]1[CH2:13][CH2:12][N:11]([C:14]2[C:15](Cl)=[N:16][CH:17]=[CH:18][CH:19]=2)[CH2:10][CH2:9]1)=[O:7])([CH3:4])([CH3:3])[CH3:2].[F:21][C:22]1[CH:27]=[CH:26][CH:25]=[CH:24][C:23]=1B(O)O.C(=O)([O-])[O-].[K+].[K+]. (2) Reactant: C[N:2](C)C.[Cl-].[NH4+].[Cl:7][C:8]1[CH:17]=[C:16]2[C:11]([CH2:12][CH2:13][O:14][CH2:15]2)=[CH:10][C:9]=1[C:18]#[N:19].ClC1C(C#N)=CC=C2C=1CCOC2.[OH-].[Na+]. Product: [Cl:7][C:8]1[CH:17]=[C:16]2[C:11]([CH2:12][CH2:13][O:14][CH2:15]2)=[CH:10][C:9]=1[C:18]([NH2:2])=[NH:19]. The catalyst class is: 11. (3) Reactant: C[O:2][C:3]([CH:5]1[CH2:10][CH2:9][N:8]([C:11]2[C:20]3[C:15](=[CH:16][N:17]=[CH:18][CH:19]=3)[C:14]([Br:21])=[C:13]([C:22]3[CH:27]=[CH:26][N:25]=[C:24]([Cl:28])[CH:23]=3)[N:12]=2)[CH2:7][CH2:6]1)=[O:4].C1COCC1.[Li+].[OH-].Cl. Product: [Br:21][C:14]1[C:15]2[C:20](=[CH:19][CH:18]=[N:17][CH:16]=2)[C:11]([N:8]2[CH2:7][CH2:6][CH:5]([C:3]([OH:4])=[O:2])[CH2:10][CH2:9]2)=[N:12][C:13]=1[C:22]1[CH:27]=[CH:26][N:25]=[C:24]([Cl:28])[CH:23]=1. The catalyst class is: 316.